From a dataset of Forward reaction prediction with 1.9M reactions from USPTO patents (1976-2016). Predict the product of the given reaction. (1) Given the reactants C(O[C:4](=[C:11]1[C:19]2[C:14](=[CH:15][CH:16]=[CH:17][CH:18]=2)[NH:13][C:12]1=[O:20])[C:5]1[CH:10]=[CH:9][CH:8]=[CH:7][CH:6]=1)C.[NH2:21][C:22]1[CH:23]=[C:24]([CH2:28][C:29]([O:31][CH2:32][CH3:33])=[O:30])[CH:25]=[CH:26][CH:27]=1, predict the reaction product. The product is: [CH2:32]([O:31][C:29]([CH2:28][C:24]1[CH:23]=[C:22]([NH:21]/[C:4](=[C:11]2\[C:12](=[O:20])[NH:13][C:14]3[C:19]\2=[CH:18][CH:17]=[CH:16][CH:15]=3)/[C:5]2[CH:6]=[CH:7][CH:8]=[CH:9][CH:10]=2)[CH:27]=[CH:26][CH:25]=1)=[O:30])[CH3:33]. (2) Given the reactants [CH:1]1([CH2:4][N:5]2[C:10]3=[N:11][N:12]([CH2:23][C:24]4[C:32]5[C:27](=[CH:28][CH:29]=[C:30]([CH3:33])[CH:31]=5)[NH:26][CH:25]=4)[C:13]([C:14]4[N:18]([CH3:19])[CH:17]=[C:16]([C:20]([OH:22])=O)[CH:15]=4)=[C:9]3[C:8](=[O:34])[N:7]([CH3:35])[C:6]2=[O:36])[CH2:3][CH2:2]1.Cl.[O:38]([NH2:40])[CH3:39].C(P(=O)(OCC)OCC)#N, predict the reaction product. The product is: [CH:1]1([CH2:4][N:5]2[C:10]3=[N:11][N:12]([CH2:23][C:24]4[C:32]5[C:27](=[CH:28][CH:29]=[C:30]([CH3:33])[CH:31]=5)[NH:26][CH:25]=4)[C:13]([C:14]4[N:18]([CH3:19])[CH:17]=[C:16]([C:20]([NH:40][O:38][CH3:39])=[O:22])[CH:15]=4)=[C:9]3[C:8](=[O:34])[N:7]([CH3:35])[C:6]2=[O:36])[CH2:3][CH2:2]1. (3) Given the reactants Br[C:2]1[N:6]([S:7]([C:10]2[CH:11]=[N:12][CH:13]=[CH:14][CH:15]=2)(=[O:9])=[O:8])[CH:5]=[C:4]([CH2:16][N:17]([CH3:25])[C:18](=[O:24])[O:19][C:20]([CH3:23])([CH3:22])[CH3:21])[CH:3]=1.[F:26][C:27]1[C:32]([O:33][CH3:34])=[CH:31][CH:30]=[CH:29][C:28]=1B(O)O.C(=O)([O-])O.[Na+].COCCOC, predict the reaction product. The product is: [C:20]([O:19][C:18](=[O:24])[N:17]([CH2:16][C:4]1[CH:3]=[C:2]([C:28]2[CH:29]=[CH:30][CH:31]=[C:32]([O:33][CH3:34])[C:27]=2[F:26])[N:6]([S:7]([C:10]2[CH:11]=[N:12][CH:13]=[CH:14][CH:15]=2)(=[O:9])=[O:8])[CH:5]=1)[CH3:25])([CH3:23])([CH3:22])[CH3:21]. (4) Given the reactants C[C@H]1[C@]2(C)C[C@H](C(C)=C)CCC2=CCC1.ON1C(=O)C2=CC=CC=C2C1=O.[CH3:28][C@H:29]1[C@:35]2([CH3:43])[CH2:36][C@H:37]([C:40]([CH3:42])=[CH2:41])[CH2:38][CH2:39][C:34]2=[CH:33][C:31](=[O:32])[CH2:30]1, predict the reaction product. The product is: [CH3:28][C@H:29]1[C@:35]2([CH3:43])[CH2:36][C@H:37]([C:40]([CH3:42])=[CH2:41])[CH2:38][CH2:39][C:34]2=[CH:33][C@@H:31]([OH:32])[CH2:30]1. (5) Given the reactants [CH3:1][O:2][C:3](=[O:18])[C@@H:4]([O:15][CH2:16][CH3:17])[CH2:5][C:6]1[CH:11]=[CH:10][C:9]([OH:12])=[CH:8][C:7]=1[CH2:13][CH3:14].Cl[CH2:20][C:21]1[N:22]=[C:23]([C:27]2[CH:32]=[CH:31][CH:30]=[CH:29][C:28]=2[F:33])[O:24][C:25]=1[CH3:26].FC1C=CC=CC=1C=O.O=P(Cl)(Cl)Cl.C(=O)([O-])[O-].[Cs+].[Cs+].[I-].[K+], predict the reaction product. The product is: [CH3:1][O:2][C:3](=[O:18])[C@@H:4]([O:15][CH2:16][CH3:17])[CH2:5][C:6]1[CH:11]=[CH:10][C:9]([O:12][CH2:20][C:21]2[N:22]=[C:23]([C:27]3[CH:32]=[CH:31][CH:30]=[CH:29][C:28]=3[F:33])[O:24][C:25]=2[CH3:26])=[CH:8][C:7]=1[CH2:13][CH3:14]. (6) The product is: [CH:2]1([CH2:1][O:8][C:9]2[CH:10]=[C:11]([CH:25]([CH2:30][CH2:29][CH3:31])[C:26]([OH:28])=[O:27])[CH:12]=[C:13]([C:15]3[CH:16]=[CH:17][C:18]([C:21]([F:23])([F:22])[F:24])=[CH:19][CH:20]=3)[CH:14]=2)[CH2:6][CH2:7]1. Given the reactants [CH2:1]([O:8][C:9]1[CH:10]=[C:11]([CH2:25][C:26]([OH:28])=[O:27])[CH:12]=[C:13]([C:15]2[CH:20]=[CH:19][C:18]([C:21]([F:24])([F:23])[F:22])=[CH:17][CH:16]=2)[CH:14]=1)[C:2]1[CH:7]=[CH:6]C=CC=1.[CH:29]1(COC2C=C(CC(O)=O)C=C(C3C=CC(C(F)(F)F)=CC=3)C=2)[CH2:31][CH2:30]1.C(O)C1C=CC=CC=1.C1(CO)CC1, predict the reaction product.